Task: Predict which catalyst facilitates the given reaction.. Dataset: Catalyst prediction with 721,799 reactions and 888 catalyst types from USPTO (1) Reactant: [O:1]1[CH2:6][CH2:5][CH:4]([C:7]([C:9]2[S:13][C:12]([NH2:14])=[N:11][C:10]=2[C:15]2[O:16][CH:17]=[CH:18][CH:19]=2)=[O:8])[CH2:3][CH2:2]1.C(N(CC)CC)C.Br[CH2:28][C:29](Br)=[O:30].[NH:32]1[CH2:37][CH2:36][O:35][CH2:34][CH2:33]1. Product: [O:16]1[CH:17]=[CH:18][CH:19]=[C:15]1[C:10]1[N:11]=[C:12]([NH:14][C:29](=[O:30])[CH2:28][N:32]2[CH2:37][CH2:36][O:35][CH2:34][CH2:33]2)[S:13][C:9]=1[C:7]([CH:4]1[CH2:5][CH2:6][O:1][CH2:2][CH2:3]1)=[O:8]. The catalyst class is: 375. (2) Reactant: [C:1]1([C:27]2[CH:32]=[CH:31][CH:30]=[CH:29][CH:28]=2)[CH:6]=[CH:5][C:4]([C:7]([N:9]2[CH2:14][CH2:13][N:12]([C:15]3[C:16]4[CH:24]=[C:23]([CH2:25][CH3:26])[S:22][C:17]=4[N:18]=[C:19]([NH2:21])[N:20]=3)[CH2:11][CH2:10]2)=[O:8])=[CH:3][CH:2]=1.[C:33](O)(=[O:40])[C:34]1[CH:39]=[CH:38][CH:37]=[N:36][CH:35]=1.N1C=CC=CC=1.O=C1N(P(Cl)(N2CCOC2=O)=O)CCO1. Product: [C:1]1([C:27]2[CH:32]=[CH:31][CH:30]=[CH:29][CH:28]=2)[CH:6]=[CH:5][C:4]([C:7]([N:9]2[CH2:10][CH2:11][N:12]([C:15]3[C:16]4[CH:24]=[C:23]([CH2:25][CH3:26])[S:22][C:17]=4[N:18]=[C:19]([NH:21][C:33](=[O:40])[C:34]4[CH:39]=[CH:38][CH:37]=[N:36][CH:35]=4)[N:20]=3)[CH2:13][CH2:14]2)=[O:8])=[CH:3][CH:2]=1. The catalyst class is: 6. (3) Reactant: [NH2:1][C:2]1[CH:7]=[CH:6][C:5]([C:8]2[C:16]3[C:11](=[N:12][CH:13]=[N:14][C:15]=3[NH2:17])[N:10]([CH:18]3[CH2:23][CH2:22][CH:21]([N:24]4[CH2:29][CH2:28][N:27]([CH3:30])[CH2:26][CH2:25]4)[CH2:20][CH2:19]3)[N:9]=2)=[CH:4][C:3]=1[Cl:31].[Cl:32][C:33]1[CH:40]=[CH:39][CH:38]=[C:37]([F:41])[C:34]=1[CH:35]=O.[C:42]([OH:45])(=[O:44])[CH3:43].C(O[BH-](OC(=O)C)OC(=O)C)(=O)C.[Na+]. Product: [C:42]([OH:45])(=[O:44])[CH3:43].[Cl:31][C:3]1[CH:4]=[C:5]([C:8]2[C:16]3[C:11](=[N:12][CH:13]=[N:14][C:15]=3[NH2:17])[N:10]([C@H:18]3[CH2:23][CH2:22][C@H:21]([N:24]4[CH2:25][CH2:26][N:27]([CH3:30])[CH2:28][CH2:29]4)[CH2:20][CH2:19]3)[N:9]=2)[CH:6]=[CH:7][C:2]=1[NH:1][CH2:35][C:34]1[C:37]([F:41])=[CH:38][CH:39]=[CH:40][C:33]=1[Cl:32]. The catalyst class is: 26. (4) Reactant: [NH2:1][CH2:2][C:3]1[CH:12]=[CH:11][C:6]([C:7]([O:9][CH3:10])=[O:8])=[CH:5][CH:4]=1.[OH:13][C:14]1[CH:21]=[CH:20][C:17]([CH:18]=O)=[CH:16][CH:15]=1.[BH4-].[Na+].C(=O)([O-])O.[Na+]. Product: [OH:13][C:14]1[CH:21]=[CH:20][C:17]([CH2:18][NH:1][CH2:2][C:3]2[CH:4]=[CH:5][C:6]([C:7]([O:9][CH3:10])=[O:8])=[CH:11][CH:12]=2)=[CH:16][CH:15]=1. The catalyst class is: 8. (5) Reactant: Cl[CH2:2][Si:3]([CH3:33])([CH3:32])[CH2:4][CH2:5][C:6]1[C:18]2[CH2:17][N:16]3[C:11](=[CH:12][C:13]4[C@:23]([CH2:25][CH3:26])([OH:24])[C:22](=[O:27])[O:21][CH2:20][C:14]=4[C:15]3=[O:19])[C:10]=2[N:9]=[C:8]2[CH:28]=[CH:29][CH:30]=[CH:31][C:7]=12.[N-:34]=[N+:35]=[N-:36].[Na+]. Product: [N:34]([CH2:2][Si:3]([CH3:33])([CH3:32])[CH2:4][CH2:5][C:6]1[C:18]2[CH2:17][N:16]3[C:11](=[CH:12][C:13]4[C@:23]([CH2:25][CH3:26])([OH:24])[C:22](=[O:27])[O:21][CH2:20][C:14]=4[C:15]3=[O:19])[C:10]=2[N:9]=[C:8]2[CH:28]=[CH:29][CH:30]=[CH:31][C:7]=12)=[N+:35]=[N-:36]. The catalyst class is: 9. (6) Reactant: [C:1]([O:5][C:6](=[O:18])[NH:7][CH2:8][C:9]1[CH:14]=[C:13](Br)[CH:12]=[C:11]([Cl:16])[C:10]=1[F:17])([CH3:4])([CH3:3])[CH3:2].[CH3:19][N:20](C=O)C. Product: [C:1]([O:5][C:6](=[O:18])[NH:7][CH2:8][C:9]1[CH:14]=[C:13]([C:19]#[N:20])[CH:12]=[C:11]([Cl:16])[C:10]=1[F:17])([CH3:4])([CH3:3])[CH3:2]. The catalyst class is: 267. (7) Reactant: [C:1]([O:5][C:6]([C:8]1([O:11][C:12]2[CH:17]=[CH:16][C:15]([N+:18]([O-])=O)=[C:14]([F:21])[CH:13]=2)[CH2:10][CH2:9]1)=[O:7])([CH3:4])([CH3:3])[CH3:2]. Product: [C:1]([O:5][C:6]([C:8]1([O:11][C:12]2[CH:17]=[CH:16][C:15]([NH2:18])=[C:14]([F:21])[CH:13]=2)[CH2:9][CH2:10]1)=[O:7])([CH3:4])([CH3:2])[CH3:3]. The catalyst class is: 63.